From a dataset of Buchwald-Hartwig C-N cross coupling reaction yields with 55,370 reactions. Predict the reaction yield, written as a fraction of the theoretical maximum amount of product (1.0 means a 100% yield; for example, 0.34 means a 34% yield). (1) The reactants are CCc1ccc(I)cc1.Cc1ccc(N)cc1.O=S(=O)(O[Pd]1c2ccccc2-c2ccccc2N~1)C(F)(F)F.COc1ccc(OC)c(P([C@]23C[C@H]4C[C@H](C[C@H](C4)C2)C3)[C@]23C[C@H]4C[C@H](C[C@H](C4)C2)C3)c1-c1c(C(C)C)cc(C(C)C)cc1C(C)C.CCN=P(N=P(N(C)C)(N(C)C)N(C)C)(N(C)C)N(C)C.COC(=O)c1cc(-c2ccco2)on1. No catalyst specified. The product is CCc1ccc(Nc2ccc(C)cc2)cc1. The yield is 0.642. (2) The reactants are Clc1ccccn1.Cc1ccc(N)cc1.O=S(=O)(O[Pd]1c2ccccc2-c2ccccc2N~1)C(F)(F)F.COc1ccc(OC)c(P(C(C)(C)C)C(C)(C)C)c1-c1c(C(C)C)cc(C(C)C)cc1C(C)C.CCN=P(N=P(N(C)C)(N(C)C)N(C)C)(N(C)C)N(C)C.c1ccc2oncc2c1. No catalyst specified. The product is Cc1ccc(Nc2ccccn2)cc1. The yield is 0.565. (3) The reactants are Clc1cccnc1.Cc1ccc(N)cc1.O=S(=O)(O[Pd]1c2ccccc2-c2ccccc2N~1)C(F)(F)F.COc1ccc(OC)c(P(C(C)(C)C)C(C)(C)C)c1-c1c(C(C)C)cc(C(C)C)cc1C(C)C.CCN=P(N=P(N(C)C)(N(C)C)N(C)C)(N(C)C)N(C)C.c1ccc2nocc2c1. No catalyst specified. The product is Cc1ccc(Nc2cccnc2)cc1. The yield is 0.0697.